Predict the reaction yield, written as a fraction of the theoretical maximum amount of product (1.0 means a 100% yield; for example, 0.34 means a 34% yield). From a dataset of Reaction yield outcomes from USPTO patents with 853,638 reactions. (1) The product is [CH3:1][N:2]([CH3:20])[C:3]([C:5]1[N:14]([CH:15]2[CH2:19][CH2:18][CH2:17][CH2:16]2)[C:8]2[N:9]=[C:10]([NH:21][C:22]3[CH:23]=[CH:24][C:25]([N:28]4[CH2:33][CH2:32][NH:31][C:30](=[O:34])[CH2:29]4)=[CH:26][N:27]=3)[N:11]=[CH:12][C:7]=2[CH:6]=1)=[O:4]. The yield is 0.350. No catalyst specified. The reactants are [CH3:1][N:2]([CH3:20])[C:3]([C:5]1[N:14]([CH:15]2[CH2:19][CH2:18][CH2:17][CH2:16]2)[C:8]2[N:9]=[C:10](Cl)[N:11]=[CH:12][C:7]=2[CH:6]=1)=[O:4].[NH2:21][C:22]1[N:27]=[CH:26][C:25]([N:28]2[CH2:33][CH2:32][NH:31][C:30](=[O:34])[CH2:29]2)=[CH:24][CH:23]=1. (2) The reactants are C(OC([N:8]1[CH2:12][CH2:11][C@H:10]([O:13][Si](C(C)(C)C)(C)C)[C@H:9]1[C:21](=[O:35])[NH:22][C:23]1[C:32]2[C:27](=[CH:28][CH:29]=[CH:30][CH:31]=2)[C:26]([C:33]#[N:34])=[CH:25][CH:24]=1)=O)(C)(C)C. The catalyst is C(Cl)Cl.C(O)(C(F)(F)F)=O. The product is [C:33]([C:26]1[C:27]2[C:32](=[CH:31][CH:30]=[CH:29][CH:28]=2)[C:23]([NH:22][C:21]([C@@H:9]2[C@@H:10]([OH:13])[CH2:11][CH2:12][NH:8]2)=[O:35])=[CH:24][CH:25]=1)#[N:34]. The yield is 0.834.